Dataset: Catalyst prediction with 721,799 reactions and 888 catalyst types from USPTO. Task: Predict which catalyst facilitates the given reaction. (1) Reactant: [CH3:1][O:2][C:3]([C:5]1[S:6][CH:7]=[CH:8][C:9]=1[NH2:10])=[O:4].[CH2:11]([O:13][C:14](=[O:26])[CH2:15][CH2:16][CH2:17][C:18]([CH:20]1[CH2:25][CH2:24][CH2:23][CH2:22][CH2:21]1)=O)[CH3:12].C1([SiH3])C=CC=CC=1.C([Sn](Cl)(Cl)CCCC)CCC. Product: [CH3:1][O:2][C:3]([C:5]1[S:6][CH:7]=[CH:8][C:9]=1[NH:10][CH:18]([CH:20]1[CH2:25][CH2:24][CH2:23][CH2:22][CH2:21]1)[CH2:17][CH2:16][CH2:15][C:14]([O:13][CH2:11][CH3:12])=[O:26])=[O:4]. The catalyst class is: 12. (2) Reactant: [CH3:1][N:2]1[CH2:7][CH2:6][N:5]([CH2:8][C:9]2[CH:14]=[CH:13][C:12]([C:15](=[O:33])/[CH:16]=[CH:17]/[C:18]3[N:23]=[C:22](/[CH:24]=[CH:25]/[C:26]([O:28]C(C)(C)C)=O)[CH:21]=[CH:20][CH:19]=3)=[CH:11][CH:10]=2)[CH2:4][CH2:3]1.C(Cl)CCl.C1C=CC2[N:46]([OH:47])N=NC=2C=1.NOC1CCCCO1. Product: [OH:47][NH:46][C:26](=[O:28])/[CH:25]=[CH:24]/[C:22]1[CH:21]=[CH:20][CH:19]=[C:18](/[CH:17]=[CH:16]/[C:15]([C:12]2[CH:11]=[CH:10][C:9]([CH2:8][N:5]3[CH2:4][CH2:3][N:2]([CH3:1])[CH2:7][CH2:6]3)=[CH:14][CH:13]=2)=[O:33])[N:23]=1. The catalyst class is: 137.